This data is from Forward reaction prediction with 1.9M reactions from USPTO patents (1976-2016). The task is: Predict the product of the given reaction. (1) The product is: [CH3:24][O:23][C:21](=[O:22])[CH2:20][C:19]([NH:1][C:2]1[CH:7]=[C:6]([Cl:8])[C:5]([Cl:9])=[CH:4][C:3]=1[C:10](=[O:11])[C:12]1[CH:13]=[CH:14][CH:15]=[CH:16][CH:17]=1)=[O:25]. Given the reactants [NH2:1][C:2]1[CH:7]=[C:6]([Cl:8])[C:5]([Cl:9])=[CH:4][C:3]=1[C:10]([C:12]1[CH:17]=[CH:16][CH:15]=[CH:14][CH:13]=1)=[O:11].Cl[C:19](=[O:25])[CH2:20][C:21]([O:23][CH3:24])=[O:22], predict the reaction product. (2) Given the reactants [CH3:1][CH:2]([N:4]1[CH2:9][CH2:8][N:7]([C:10]2[CH:15]=[CH:14][C:13]([O:16][CH3:17])=[C:12]([N+:18]([O-])=O)[CH:11]=2)[CH2:6][CH2:5]1)[CH3:3], predict the reaction product. The product is: [CH3:3][CH:2]([N:4]1[CH2:5][CH2:6][N:7]([C:10]2[CH:15]=[CH:14][C:13]([O:16][CH3:17])=[C:12]([CH:11]=2)[NH2:18])[CH2:8][CH2:9]1)[CH3:1]. (3) Given the reactants [NH2:1][CH2:2][CH2:3][CH2:4][C:5]1[N:9]2[C:10]3[CH:16]=[C:15]([C:17]4[C:25]5[C:20](=[CH:21][CH:22]=[C:23]([O:26][CH3:27])[CH:24]=5)[N:19]([CH3:28])[CH:18]=4)[N:14]([CH2:29][OH:30])[C:11]=3[N:12]=[CH:13][C:8]2=[CH:7][N:6]=1.[CH3:31][C:32](OC(C)=O)=[O:33].N1C=CC=CC=1, predict the reaction product. The product is: [OH:30][CH2:29][N:14]1[C:11]2[N:12]=[CH:13][C:8]3[N:9]([C:5]([CH2:4][CH2:3][CH2:2][NH:1][C:32](=[O:33])[CH3:31])=[N:6][CH:7]=3)[C:10]=2[CH:16]=[C:15]1[C:17]1[C:25]2[C:20](=[CH:21][CH:22]=[C:23]([O:26][CH3:27])[CH:24]=2)[N:19]([CH3:28])[CH:18]=1.